Dataset: Reaction yield outcomes from USPTO patents with 853,638 reactions. Task: Predict the reaction yield, written as a fraction of the theoretical maximum amount of product (1.0 means a 100% yield; for example, 0.34 means a 34% yield). (1) The reactants are Cl.[CH2:2]([C:4]1([C:10]([O:12][CH2:13][CH3:14])=[O:11])[CH2:9][CH2:8][NH:7][CH2:6][CH2:5]1)[CH3:3].Br[C:16]1[S:17][C:18]([Br:21])=[CH:19][N:20]=1.C(N(CC)CC)C.C1CCCCC1. The catalyst is CN(C=O)C.CCOC(C)=O.CO. The product is [Br:21][C:18]1[S:17][C:16]([N:7]2[CH2:6][CH2:5][C:4]([CH2:2][CH3:3])([C:10]([O:12][CH2:13][CH3:14])=[O:11])[CH2:9][CH2:8]2)=[N:20][CH:19]=1. The yield is 0.770. (2) The reactants are [NH2:1][C:2]1[C:7]([F:8])=[C:6]([C:9]2[CH:14]=[CH:13][C:12]([Cl:15])=[C:11]([O:16][CH3:17])[C:10]=2[F:18])[N:5]=[C:4]([C:19]([OH:21])=[O:20])[C:3]=1[Cl:22].Br[CH2:24][C:25]1[CH:30]=[CH:29][C:28]([O:31][C:32]([F:35])([F:34])[F:33])=[CH:27][CH:26]=1.C([O-])([O-])=O.[K+].[K+]. The catalyst is CN(C=O)C. The product is [NH2:1][C:2]1[C:7]([F:8])=[C:6]([C:9]2[CH:14]=[CH:13][C:12]([Cl:15])=[C:11]([O:16][CH3:17])[C:10]=2[F:18])[N:5]=[C:4]([C:19]([O:21][CH2:24][C:25]2[CH:30]=[CH:29][C:28]([O:31][C:32]([F:33])([F:34])[F:35])=[CH:27][CH:26]=2)=[O:20])[C:3]=1[Cl:22]. The yield is 0.514. (3) The reactants are [CH3:1][N:2]([C:7]1[S:8][C:9]2[CH:15]=[C:14]([N+:16]([O-:18])=[O:17])[CH:13]=[CH:12][C:10]=2[N:11]=1)[CH2:3][CH2:4][NH:5][CH3:6].N1C=CC=CC=1.[C:25](Cl)(=[O:27])[CH3:26]. The catalyst is C(Cl)Cl. The product is [CH3:6][N:5]([CH2:4][CH2:3][N:2]([CH3:1])[C:7]1[S:8][C:9]2[CH:15]=[C:14]([N+:16]([O-:18])=[O:17])[CH:13]=[CH:12][C:10]=2[N:11]=1)[C:25](=[O:27])[CH3:26]. The yield is 1.00. (4) The reactants are [CH:1](NC(C)C)(C)[CH3:2].[Li]CCCC.CN(P(N(C)C)(N(C)C)=O)C.[CH3:24][C:25]1[CH:26]=[N:27][CH:28]=[CH:29][CH:30]=1.Cl. The catalyst is C1COCC1. The product is [CH2:24]([C:25]1[CH:26]=[N:27][CH:28]=[CH:29][CH:30]=1)[CH2:1][CH3:2]. The yield is 0.100. (5) The reactants are [F:1][C:2]1[CH:7]=[CH:6][CH:5]=[CH:4][C:3]=1[CH2:8][C:9]([O:11][C@H:12]([C:14]1[CH:19]=[CH:18][CH:17]=[CH:16][CH:15]=1)[CH3:13])=[O:10].[CH2:20]1[CH2:30][CH2:29][N:28]2C(=NC[CH2:26][CH2:27]2)CC1.C(Br)(Br)(Br)Br.N1CCCCC1. The product is [F:1][C:2]1[CH:7]=[CH:6][CH:5]=[CH:4][C:3]=1[C@@H:8]([N:28]1[CH2:27][CH2:26][CH2:20][CH2:30][CH2:29]1)[C:9]([O:11][C@H:12]([C:14]1[CH:15]=[CH:16][CH:17]=[CH:18][CH:19]=1)[CH3:13])=[O:10]. The yield is 0.110. The catalyst is C1COCC1.C(OCC)C.C1(C)C=CC=CC=1.